From a dataset of Forward reaction prediction with 1.9M reactions from USPTO patents (1976-2016). Predict the product of the given reaction. (1) Given the reactants F[C:2]1[CH:7]=[C:6]([F:8])[CH:5]=[CH:4][C:3]=1[C:9]1[N:14]=[CH:13][N:12]=[C:11]([NH:15][C:16]2[CH:21]=[CH:20][CH:19]=[C:18]([CH2:22][S:23]([CH3:26])(=[O:25])=[O:24])[CH:17]=2)[N:10]=1.[F:27][C:28]([F:38])([F:37])[C:29]1[CH:30]=[C:31]([CH:34]=[CH:35][CH:36]=1)[CH2:32][OH:33], predict the reaction product. The product is: [F:8][C:6]1[CH:5]=[CH:4][C:3]([C:9]2[N:14]=[CH:13][N:12]=[C:11]([NH:15][C:16]3[CH:21]=[CH:20][CH:19]=[C:18]([CH2:22][S:23]([CH3:26])(=[O:25])=[O:24])[CH:17]=3)[N:10]=2)=[C:2]([O:33][CH2:32][C:31]2[CH:34]=[CH:35][CH:36]=[C:29]([C:28]([F:27])([F:37])[F:38])[CH:30]=2)[CH:7]=1. (2) Given the reactants [Cl-].[CH3:2][S:3]([O:6][C:7]1[CH:12]=[CH:11][CH:10]=[CH:9][C:8]=1[CH:13]1[O:17][N:16]=[C:15]([C:18]2[N:19]=[C:20]([CH:23]3[CH2:28][CH2:27][NH2+:26][CH2:25][CH2:24]3)[S:21][CH:22]=2)[CH2:14]1)(=[O:5])=[O:4].[CH3:29][N:30]([CH3:35])[CH2:31][C:32](O)=[O:33].C(N(C(C)C)CC)(C)C.F[B-](F)(F)F.N1(OC(N(C)C)=[N+](C)C)C2C=CC=CC=2N=N1, predict the reaction product. The product is: [CH3:2][S:3]([O:6][C:7]1[CH:12]=[CH:11][CH:10]=[CH:9][C:8]=1[CH:13]1[O:17][N:16]=[C:15]([C:18]2[N:19]=[C:20]([CH:23]3[CH2:28][CH2:27][N:26]([C:32](=[O:33])[CH2:31][N:30]([CH3:35])[CH3:29])[CH2:25][CH2:24]3)[S:21][CH:22]=2)[CH2:14]1)(=[O:4])=[O:5]. (3) The product is: [N:48]1([CH2:55][CH2:56][O:57][C:58]2[CH:59]=[CH:60][C:61]([CH2:62][NH:63][CH2:64][CH2:65][C:20]3[CH:21]=[C:22]([O:25][CH3:26])[CH:23]=[CH:24][C:19]=3[CH:14]3[CH2:13][CH2:12][C:11]4[C:16](=[CH:17][CH:18]=[C:9]([O:8][Si:1]([C:4]([CH3:7])([CH3:5])[CH3:6])([CH3:3])[CH3:2])[CH:10]=4)[CH2:15]3)=[CH:90][CH:91]=2)[CH2:49][CH2:50][CH2:51][CH2:52][CH2:53][CH2:54]1. Given the reactants [Si:1]([O:8][C:9]1[CH:10]=[C:11]2[C:16](=[CH:17][CH:18]=1)[CH2:15][CH:14]([C:19]1[CH:24]=[CH:23][C:22]([O:25][CH3:26])=[CH:21][C:20]=1N)[CH2:13][CH2:12]2)([C:4]([CH3:7])([CH3:6])[CH3:5])([CH3:3])[CH3:2].Cl.N1(CCOC2C=CC(C(Cl)=O)=CC=2)CCCCCC1.[N:48]1([CH2:55][CH2:56][O:57][C:58]2[CH:91]=[CH:90][C:61]([CH2:62][NH:63][C:64]3C=C(OC)C=C[C:65]=3C3CCC4C(=CC=C(O[Si](C(C)(C)C)(C)C)C=4)C3)=[CH:60][CH:59]=2)[CH2:54][CH2:53][CH2:52][CH2:51][CH2:50][CH2:49]1, predict the reaction product. (4) Given the reactants C(C1C=CC(NC2N=C3C=CC=C([NH:18][C@@H:19]4[CH2:24][CH2:23][C@H:22]([NH:25]C(=O)OC(C)(C)C)[CH2:21][CH2:20]4)N3N=2)=CC=1)#N.Br[C:35]1[N:40]2[N:41]=[C:42]([NH:44][C:45]3[CH:52]=[CH:51][C:48]([C:49]#[N:50])=[CH:47][CH:46]=3)[N:43]=[C:39]2[CH:38]=[CH:37][CH:36]=1.N[C@@H]1CC[C@H](NC(=O)[O:62]C(C)(C)C)CC1.C(=O)([O-])[O-].[Cs+].[Cs+].C1(P(C2C=CC=CC=2)C2C3OC4C(=CC=CC=4P(C4C=CC=CC=4)C4C=CC=CC=4)C(C)(C)C=3C=CC=2)C=CC=CC=1, predict the reaction product. The product is: [NH2:18][C@@H:19]1[CH2:24][CH2:23][C@H:22]([NH:25][C:35]2[N:40]3[N:41]=[C:42]([NH:44][C:45]4[CH:52]=[CH:51][C:48]([C:49]([NH2:50])=[O:62])=[CH:47][CH:46]=4)[N:43]=[C:39]3[CH:38]=[CH:37][CH:36]=2)[CH2:21][CH2:20]1. (5) Given the reactants C(N(CC)CC)C.[F:8][C:9]([F:15])([F:14])[S:10]([O-:13])(=[O:12])=[O:11].[Fe+2:16].C(#N)C.C(#N)C.C(#N)C.C(#N)C.C(#N)C.C(#N)C.FC(F)(F)S([O-])(=O)=O.[S-]C#N.[Na+].[K+].[Br-].C(OOC(C)(C)C)(C)(C)C, predict the reaction product. The product is: [F:8][C:9]([F:15])([F:14])[S:10]([O-:13])(=[O:12])=[O:11].[Fe+2:16].[F:8][C:9]([F:15])([F:14])[S:10]([O-:13])(=[O:12])=[O:11].[Fe+2:16]. (6) Given the reactants [C:1]([NH:5][C:6]([C:8]1[CH:27]=[CH:26][C:11]([CH2:12][NH:13][C:14]2[C:24]3[CH2:23][CH2:22][NH:21][CH2:20][CH2:19][C:18]=3[CH:17]=[CH:16][C:15]=2[Cl:25])=[CH:10][CH:9]=1)=O)([CH3:4])([CH3:3])[CH3:2].COC1C=CC(P2(=S)SP(=S)(C3C=CC(OC)=CC=3)[S:37]2)=CC=1, predict the reaction product. The product is: [ClH:25].[Cl:25][C:15]1[CH:16]=[CH:17][C:18]2[CH2:19][CH2:20][NH:21][CH2:22][CH2:23][C:24]=2[C:14]=1[NH:13][CH2:12][C:11]1[CH:26]=[CH:27][C:8]([C:6](=[S:37])[NH:5][C:1]([CH3:4])([CH3:3])[CH3:2])=[CH:9][CH:10]=1. (7) Given the reactants [CH2:1]([N:3]([CH2:26][CH:27]=[O:28])[C:4]([C:6]1[CH:7]=[C:8]2[C:16](=[CH:17][CH:18]=1)[N:15]([CH3:19])[C:14]1[CH2:13][CH2:12][CH:11]([CH:20]3[CH2:25][CH2:24][O:23][CH2:22][CH2:21]3)[CH2:10][C:9]2=1)=[O:5])[CH3:2].[CH3:29][Mg]Cl, predict the reaction product. The product is: [CH2:1]([N:3]([CH2:26][CH:27]([OH:28])[CH3:29])[C:4]([C:6]1[CH:7]=[C:8]2[C:16](=[CH:17][CH:18]=1)[N:15]([CH3:19])[C:14]1[CH2:13][CH2:12][CH:11]([CH:20]3[CH2:25][CH2:24][O:23][CH2:22][CH2:21]3)[CH2:10][C:9]2=1)=[O:5])[CH3:2]. (8) Given the reactants Br[CH2:2][CH:3]([Br:8])[CH2:4][CH2:5][CH2:6][CH3:7].[S:9]([O-:12])([O-:11])=[O:10].[Na+:13].[Na+].O, predict the reaction product. The product is: [Br:8][CH:3]([CH2:4][CH2:5][CH2:6][CH3:7])[CH2:2][S:9]([O-:12])(=[O:11])=[O:10].[Na+:13]. (9) Given the reactants [CH3:1][O:2][C:3]1[CH:11]=[CH:10][CH:9]=[C:5]([C:6](O)=[O:7])[C:4]=1[OH:12].S(Cl)([Cl:15])=O.CN(C=O)C, predict the reaction product. The product is: [OH:12][C:4]1[C:3]([O:2][CH3:1])=[CH:11][CH:10]=[CH:9][C:5]=1[C:6]([Cl:15])=[O:7].